Dataset: Forward reaction prediction with 1.9M reactions from USPTO patents (1976-2016). Task: Predict the product of the given reaction. (1) Given the reactants [N:1]1([C:7]2[N:8]=[C:9]3[NH:17][C@H:16]([C:18]([F:21])([F:20])[F:19])[CH2:15][CH2:14][N:10]3[C:11](=[O:13])[CH:12]=2)[CH2:6][CH2:5][O:4][CH2:3][CH2:2]1.[OH-].[Na+].Br[CH2:25][CH2:26][C:27]1[CH:32]=[CH:31][CH:30]=[C:29]([Cl:33])[CH:28]=1, predict the reaction product. The product is: [Cl:33][C:29]1[CH:28]=[C:27]([CH2:26][CH2:25][N:17]2[C:9]3=[N:8][C:7]([N:1]4[CH2:6][CH2:5][O:4][CH2:3][CH2:2]4)=[CH:12][C:11](=[O:13])[N:10]3[CH2:14][CH2:15][C@H:16]2[C:18]([F:20])([F:21])[F:19])[CH:32]=[CH:31][CH:30]=1. (2) Given the reactants C(NC(C)C)(C)C.C([Li])CCC.CCCCCC.[CH2:19]([O:23][C:24]1[N:29]=[CH:28][CH:27]=[CH:26][N:25]=1)[CH2:20][C:21]#[CH:22].Cl[Si:31]([CH3:34])([CH3:33])[CH3:32], predict the reaction product. The product is: [CH3:32][Si:31]([CH3:34])([CH3:33])[C:22]#[C:21][CH2:20][CH2:19][O:23][C:24]1[N:25]=[CH:26][CH:27]=[CH:28][N:29]=1. (3) Given the reactants Br.[N+:2]([C:5]1[CH:10]=[CH:9][C:8]([CH2:11][C@@H:12]([C:14]2[N:15]=[C:16]([C:19]3[S:20][CH:21]=[CH:22][CH:23]=3)[S:17][CH:18]=2)[NH2:13])=[CH:7][CH:6]=1)([O-:4])=[O:3].C([O-])([O-])=O.[Ca+2].[C:29](Cl)(Cl)=[S:30].[NH3:33], predict the reaction product. The product is: [S:20]1[CH:21]=[CH:22][CH:23]=[C:19]1[C:16]1[S:17][CH:18]=[C:14]([C@@H:12]([NH:13][C:29]([NH2:33])=[S:30])[CH2:11][C:8]2[CH:7]=[CH:6][C:5]([N+:2]([O-:4])=[O:3])=[CH:10][CH:9]=2)[N:15]=1. (4) Given the reactants F[C:2]1[C:7]([C:8]2[N:16]=[CH:15][N:14]=[C:13]3[C:9]=2[N:10]=[CH:11][N:12]3C2CCCCO2)=[CH:6][CH:5]=[CH:4][N:3]=1.[NH2:23][C:24]1[C:25]([F:42])=[C:26]([NH:31][S:32]([C:35]2[CH:40]=[CH:39][C:38]([Cl:41])=[CH:37][CH:36]=2)(=[O:34])=[O:33])[CH:27]=[CH:28][C:29]=1[F:30], predict the reaction product. The product is: [N:16]1[C:8]([C:7]2[C:2]([NH:23][C:24]3[C:25]([F:42])=[C:26]([NH:31][S:32]([C:35]4[CH:40]=[CH:39][C:38]([Cl:41])=[CH:37][CH:36]=4)(=[O:34])=[O:33])[CH:27]=[CH:28][C:29]=3[F:30])=[N:3][CH:4]=[CH:5][CH:6]=2)=[C:9]2[C:13]([NH:12][CH:11]=[N:10]2)=[N:14][CH:15]=1. (5) Given the reactants C(OC(=O)[N:7]([CH:25]([CH3:27])[CH3:26])[C:8]1[C:9]2[N:10]([C:14]([C:17]3[CH:22]=[CH:21][N:20]=[C:19](SC)[N:18]=3)=[CH:15][N:16]=2)[CH:11]=[CH:12][N:13]=1)(C)(C)C.[CH:29]([NH2:32])([CH3:31])[CH3:30], predict the reaction product. The product is: [CH:25]([NH:7][C:8]1[C:9]2[N:10]([C:14]([C:17]3[CH:22]=[CH:21][N:20]=[C:19]([NH:32][CH:29]([CH3:31])[CH3:30])[N:18]=3)=[CH:15][N:16]=2)[CH:11]=[CH:12][N:13]=1)([CH3:26])[CH3:27]. (6) Given the reactants [OH-].[Na+].C[O:4][C:5](=[O:31])[CH2:6][CH2:7][C@H:8]([C@@H:10]1[C@:27]2([CH3:28])[C@H:13]([C@H:14]3[C@H:24]([CH2:25][C:26]2=[O:29])[C@:22]2([CH3:23])[C@@H:17]([CH2:18][C@@H:19]([NH2:30])[CH2:20][CH2:21]2)[CH2:16][CH2:15]3)[CH2:12][CH2:11]1)[CH3:9], predict the reaction product. The product is: [NH2:30][C@H:19]1[CH2:20][CH2:21][C@@:22]2([CH3:23])[C@H:17]([CH2:16][CH2:15][C@@H:14]3[C@@H:24]2[CH2:25][C:26](=[O:29])[C@@:27]2([CH3:28])[C@H:13]3[CH2:12][CH2:11][C@@H:10]2[C@H:8]([CH3:9])[CH2:7][CH2:6][C:5]([OH:31])=[O:4])[CH2:18]1. (7) Given the reactants [C:1]1([C:7]([OH:9])=[O:8])([C:4](O)=[O:5])[CH2:3][CH2:2]1.C(N(CC)CC)C.S(Cl)(Cl)=O.[CH3:21][N:22]1[C:31]2[C:26](=[CH:27][CH:28]=[CH:29][CH:30]=2)[NH:25][CH2:24][CH2:23]1, predict the reaction product. The product is: [CH3:21][N:22]1[C:31]2[C:26](=[CH:27][CH:28]=[CH:29][CH:30]=2)[N:25]([C:4]([C:1]2([C:7]([OH:9])=[O:8])[CH2:3][CH2:2]2)=[O:5])[CH2:24][CH2:23]1.